Task: Predict hERG channel inhibition at various concentrations.. Dataset: hERG Central: cardiac toxicity at 1µM, 10µM, and general inhibition (1) The compound is CC(C)(C)NCc1cc(Br)ccc1OC1CCCC1.Cl. Results: hERG_inhib (hERG inhibition (general)): blocker. (2) The drug is C=C1CC(C)OC(c2ccccc2OCC(O)CN2CCCCC2)C1. Results: hERG_inhib (hERG inhibition (general)): blocker. (3) The compound is O=C(Nc1cccc(-c2cccc(F)c2)c1)C1CCN(C2CCC2)CC1. Results: hERG_inhib (hERG inhibition (general)): blocker. (4) The compound is Cc1ccc(-c2nnc(N3CCN(C(=O)c4ccco4)CC3)c3ccccc23)cc1. Results: hERG_inhib (hERG inhibition (general)): blocker. (5) The drug is COc1ccc(C2=NOC(Cn3nc(C(=O)NCC4CC4)cc3-c3ccccc3)C2)cc1. Results: hERG_inhib (hERG inhibition (general)): blocker.